From a dataset of Reaction yield outcomes from USPTO patents with 853,638 reactions. Predict the reaction yield, written as a fraction of the theoretical maximum amount of product (1.0 means a 100% yield; for example, 0.34 means a 34% yield). (1) The reactants are [CH3:1][C:2]1[CH:25]=[CH:24][CH:23]=[C:22]([CH3:26])[C:3]=1[CH2:4][NH:5][C:6]1[C:14]2[N:13]=[C:12]([CH3:15])[N:11]([CH3:16])[C:10]=2[CH:9]=[C:8]([C:17]([O:19]CC)=[O:18])[CH:7]=1.[OH-].[Na+].Cl. The catalyst is O1CCOCC1. The product is [CH3:26][C:22]1[CH:23]=[CH:24][CH:25]=[C:2]([CH3:1])[C:3]=1[CH2:4][NH:5][C:6]1[C:14]2[N:13]=[C:12]([CH3:15])[N:11]([CH3:16])[C:10]=2[CH:9]=[C:8]([C:17]([OH:19])=[O:18])[CH:7]=1. The yield is 0.900. (2) The reactants are [CH3:1][C:2]1[C:7](=O)[NH:6][C:5]([NH2:9])=[N:4][CH:3]=1.O=P(Cl)(Cl)[Cl:12]. No catalyst specified. The product is [Cl:12][C:7]1[C:2]([CH3:1])=[CH:3][N:4]=[C:5]([NH2:9])[N:6]=1. The yield is 0.290.